Dataset: Full USPTO retrosynthesis dataset with 1.9M reactions from patents (1976-2016). Task: Predict the reactants needed to synthesize the given product. (1) Given the product [Cl:17][C:12]1[C:13]([NH:15][CH3:16])=[N:14][C:9]([NH:8][C:7]2[CH:6]=[CH:5][C:4]([C:18]([N:20]3[CH2:25][CH2:24][O:23][CH2:22][CH2:21]3)=[O:19])=[CH:3][C:2]=2[CH:27]2[CH2:26][CH2:31]2)=[N:10][CH:11]=1, predict the reactants needed to synthesize it. The reactants are: Br[C:2]1[CH:3]=[C:4]([C:18]([N:20]2[CH2:25][CH2:24][O:23][CH2:22][CH2:21]2)=[O:19])[CH:5]=[CH:6][C:7]=1[NH:8][C:9]1[N:14]=[C:13]([NH:15][CH3:16])[C:12]([Cl:17])=[CH:11][N:10]=1.[C:26]([O-])(=O)[CH3:27].[K+].[C:31](=O)([O-])[O-].[Na+].[Na+].C(#N)C.O. (2) Given the product [ClH:16].[CH2:1]([NH:5][C:6]1[N:11]=[C:10]([NH:12][CH2:13][C:14]#[CH:15])[N:9]=[C:8]([N:20]([CH3:21])[O:19][CH3:18])[N:7]=1)[CH2:2][CH2:3][CH3:4], predict the reactants needed to synthesize it. The reactants are: [CH2:1]([NH:5][C:6]1[N:11]=[C:10]([NH:12][CH2:13][C:14]#[CH:15])[N:9]=[C:8]([Cl:16])[N:7]=1)[CH2:2][CH2:3][CH3:4].Cl.[CH3:18][O:19][NH:20][CH3:21].CON(C)C1N=C(NCCC)N=C(NCC#C)N=1. (3) The reactants are: [NH2:1][C:2]1[CH:20]=[CH:19][C:5]([O:6][C:7]2[C:8]3[N:15]([CH3:16])[C:14]([C:17]#[N:18])=[CH:13][C:9]=3[N:10]=[CH:11][N:12]=2)=[CH:4][C:3]=1[Cl:21].C(N(CC)CC)C.[F:29][C:30]([F:41])([F:40])[C:31]1[CH:32]=[C:33]([N:37]=[C:38]=[O:39])[CH:34]=[CH:35][CH:36]=1. Given the product [Cl:21][C:3]1[CH:4]=[C:5]([O:6][C:7]2[C:8]3[N:15]([CH3:16])[C:14]([C:17]#[N:18])=[CH:13][C:9]=3[N:10]=[CH:11][N:12]=2)[CH:19]=[CH:20][C:2]=1[NH:1][C:38]([NH:37][C:33]1[CH:34]=[CH:35][CH:36]=[C:31]([C:30]([F:29])([F:40])[F:41])[CH:32]=1)=[O:39], predict the reactants needed to synthesize it. (4) Given the product [CH2:12]([O:8][C:5]1[CH:6]=[CH:7][C:2]([NH2:1])=[C:3]([N+:9]([O-:11])=[O:10])[CH:4]=1)[C:13]1[CH:18]=[CH:17][CH:16]=[CH:15][CH:14]=1, predict the reactants needed to synthesize it. The reactants are: [NH2:1][C:2]1[CH:7]=[CH:6][C:5]([OH:8])=[CH:4][C:3]=1[N+:9]([O-:11])=[O:10].[CH2:12](Br)[C:13]1[CH:18]=[CH:17][CH:16]=[CH:15][CH:14]=1.C(=O)([O-])[O-].[Cs+].[Cs+]. (5) Given the product [CH3:25][CH2:26][O:4][C:3]([CH:2]([Cl:1])[CH2:6][C:7]1[CH:12]=[C:11]([N:13]2[N:14]=[C:15]([CH3:22])[N:16]([CH:19]([F:20])[F:21])[C:17]2=[O:18])[C:10]([F:23])=[CH:9][C:8]=1[Cl:24])=[O:5], predict the reactants needed to synthesize it. The reactants are: [Cl:1][CH:2]([CH2:6][C:7]1[CH:12]=[C:11]([N:13]2[C:17](=[O:18])[N:16]([CH:19]([F:21])[F:20])[C:15]([CH3:22])=[N:14]2)[C:10]([F:23])=[CH:9][C:8]=1[Cl:24])[C:3]([OH:5])=[O:4].[CH2:25](O)[CH3:26].C=C1C=CC(S(O)(=O)=O)=CC1.